Dataset: HIV replication inhibition screening data with 41,000+ compounds from the AIDS Antiviral Screen. Task: Binary Classification. Given a drug SMILES string, predict its activity (active/inactive) in a high-throughput screening assay against a specified biological target. (1) The drug is c1ccc(-c2cc3ccc4cccnc4c3o2)cc1. The result is 0 (inactive). (2) The result is 0 (inactive). The drug is Cc1ccc(N=Nc2c(C)nn(C(=O)CC(=O)Nc3ccccc3)c2C)cc1C.